Dataset: Forward reaction prediction with 1.9M reactions from USPTO patents (1976-2016). Task: Predict the product of the given reaction. Given the reactants [N:1]1[CH:6]=[CH:5][C:4]([N:7]2[CH:11]=[CH:10][C:9]([C:12]([OH:14])=O)=[N:8]2)=[CH:3][CH:2]=1.[NH2:15][C@@H:16]([CH3:33])[CH2:17][N:18]1[CH:22]=[CH:21][C:20]([C:23]2[CH:30]=[C:29]([F:31])[C:26]([C:27]#[N:28])=[C:25]([Cl:32])[CH:24]=2)=[N:19]1, predict the reaction product. The product is: [Cl:32][C:25]1[CH:24]=[C:23]([C:20]2[CH:21]=[CH:22][N:18]([CH2:17][C@@H:16]([NH:15][C:12]([C:9]3[CH:10]=[CH:11][N:7]([C:4]4[CH:3]=[CH:2][N:1]=[CH:6][CH:5]=4)[N:8]=3)=[O:14])[CH3:33])[N:19]=2)[CH:30]=[C:29]([F:31])[C:26]=1[C:27]#[N:28].